Regression/Classification. Given a drug SMILES string, predict its absorption, distribution, metabolism, or excretion properties. Task type varies by dataset: regression for continuous measurements (e.g., permeability, clearance, half-life) or binary classification for categorical outcomes (e.g., BBB penetration, CYP inhibition). For this dataset (solubility_aqsoldb), we predict Y. From a dataset of Aqueous solubility values for 9,982 compounds from the AqSolDB database. (1) The drug is O=C(O)c1cccs1. The Y is -1.23 log mol/L. (2) The drug is CC(=O)N(C)c1ccccc1. The Y is -0.951 log mol/L. (3) The compound is CC(=O)C(N=Nc1ccc(-c2ccc(N=NC(C(C)=O)C(=O)NN)c(Cl)c2)c(Cl)c1)C(=O)NN. The Y is -8.71 log mol/L. (4) The compound is Fc1cccc(F)c1. The Y is -2.00 log mol/L. (5) The compound is CCOc1ccccc1C(=O)N(O)c1ccccc1. The Y is -3.37 log mol/L. (6) The molecule is Cc1c2ccccc2c(CN2CCOCC2)c2ccccc12. The Y is -4.40 log mol/L.